From a dataset of Forward reaction prediction with 1.9M reactions from USPTO patents (1976-2016). Predict the product of the given reaction. (1) Given the reactants COC[N:4]1[C:8]2=[N:9][C:10]([N:13]3[CH2:18][CH2:17]O[CH2:15][CH2:14]3)=[CH:11][CH:12]=[C:7]2[N:6]=[C:5]1[C:19]1[S:20][C:21]2[C:27]([N:28]3[CH2:33][CH2:32][O:31][CH2:30][CH2:29]3)=[CH:26][CH:25]=[C:24]([O:34][CH3:35])[C:22]=2[N:23]=1.Cl, predict the reaction product. The product is: [CH3:35][O:34][C:24]1[C:22]2[N:23]=[C:19]([C:5]3[NH:4][C:8]4=[N:9][C:10]([N:13]5[CH2:18][CH2:17][CH2:15][CH2:14]5)=[CH:11][CH:12]=[C:7]4[N:6]=3)[S:20][C:21]=2[C:27]([N:28]2[CH2:33][CH2:32][O:31][CH2:30][CH2:29]2)=[CH:26][CH:25]=1. (2) Given the reactants Cl.C(N=C=NCCCN(C)C)C.Cl.Cl.[CH3:15][CH:16]([CH3:35])[C@H:17]([NH2:34])[C:18]([N:20]1[CH2:25][CH2:24][CH:23]([O:26][C:27]2[C:32]([CH3:33])=[N:31][CH:30]=[CH:29][N:28]=2)[CH2:22][CH2:21]1)=[O:19].[OH:36][C:37]1[C:38]([C:47](O)=[O:48])=[N:39][C:40]2[C:45]([N:46]=1)=[CH:44][CH:43]=[CH:42][CH:41]=2.O.ON1C2C=CC=CC=2N=N1.CN1CCOCC1, predict the reaction product. The product is: [OH:36][C:37]1[C:38]([C:47]([NH:34][C@H:17]([C:18]([N:20]2[CH2:21][CH2:22][CH:23]([O:26][C:27]3[C:32]([CH3:33])=[N:31][CH:30]=[CH:29][N:28]=3)[CH2:24][CH2:25]2)=[O:19])[CH:16]([CH3:35])[CH3:15])=[O:48])=[N:39][C:40]2[C:45]([N:46]=1)=[CH:44][CH:43]=[CH:42][CH:41]=2. (3) The product is: [CH3:1][O:2][CH:3]1[CH2:8][CH2:7][CH2:6][CH:5]([NH2:26])[CH2:4]1. Given the reactants [CH3:1][O:2][CH:3]1[CH2:8][CH2:7][CH2:6][CH:5](C(O)=O)[CH2:4]1.C1(P([N:26]=[N+]=[N-])(C2C=CC=CC=2)=O)C=CC=CC=1.C(N(CC)CC)C.C[Si](C)(C)[O-].[Na+], predict the reaction product. (4) Given the reactants [C:1]([OH:8])(=[O:7])[CH2:2][CH2:3][C:4]([OH:6])=[O:5].[C:9]([O:17][CH2:18][C:19](=[O:25])[N:20]([CH2:23][CH3:24])[CH2:21][CH3:22])(=[O:16])/[CH:10]=[CH:11]/[C:12]([O:14][CH3:15])=[O:13].O, predict the reaction product. The product is: [C:9]([O:17][CH2:18][C:19](=[O:25])[N:20]([CH2:21][CH3:22])[CH2:23][CH3:24])(=[O:16])/[CH:10]=[CH:11]/[C:12]([O:14][CH3:15])=[O:13].[C:1]([OH:8])(=[O:7])[CH2:2][CH2:3][C:4]([OH:6])=[O:5].[C:9]([O:17][CH2:18][C:19](=[O:25])[N:20]([CH2:21][CH3:22])[CH2:23][CH3:24])(=[O:16])/[CH:10]=[CH:11]/[C:12]([O:14][CH3:15])=[O:13].[C:1]([OH:8])(=[O:7])[CH2:2][CH2:3][C:4]([OH:6])=[O:5]. (5) The product is: [F:22][C:18]1[N:17]=[C:16]([C:15]2[C:9]3[C:10](=[CH:11][N:12]=[C:7]([CH:5]4[CH2:4][CH2:3][CH2:2][O:1][CH2:6]4)[CH:8]=3)[N:13]([CH:23]3[CH2:28][CH2:27][CH2:26][CH2:25][O:24]3)[N:14]=2)[CH:21]=[CH:20][CH:19]=1. Given the reactants [O:1]1[CH:6]=[C:5]([C:7]2[CH:8]=[C:9]3[C:15]([C:16]4[CH:21]=[CH:20][CH:19]=[C:18]([F:22])[N:17]=4)=[N:14][N:13]([CH:23]4[CH2:28][CH2:27][CH2:26][CH2:25][O:24]4)[C:10]3=[CH:11][N:12]=2)[CH2:4][CH2:3][CH2:2]1.C1CC=CCC=1, predict the reaction product. (6) Given the reactants Br[C:2]1[N:6]([CH3:7])[N:5]=[C:4]([CH3:8])[C:3]=1[C:9]1[CH:14]=[CH:13][C:12]([F:15])=[CH:11][CH:10]=1.[B:16](OC(C)C)([O:21]C(C)C)[O:17]C(C)C.[Li+].CCC[CH2-], predict the reaction product. The product is: [F:15][C:12]1[CH:13]=[CH:14][C:9]([C:3]2[C:4]([CH3:8])=[N:5][N:6]([CH3:7])[C:2]=2[B:16]([OH:21])[OH:17])=[CH:10][CH:11]=1. (7) Given the reactants [Cl:1][C:2]1[CH:9]=[CH:8][C:7]([Cl:10])=[CH:6][C:3]=1[CH:4]=O.ClC1C=[C:14](C=CC=1)[CH:15]=[O:16].[CH3:20][Si:21]([N-][Si:21]([CH3:23])([CH3:22])[CH3:20])([CH3:23])[CH3:22].[Li+].C[Si](Cl)(C)C.C([N:37](CC)CC)C.C(Cl)(=O)C, predict the reaction product. The product is: [Cl:1][C:2]1[CH:9]=[CH:8][C:7]([Cl:10])=[CH:6][C:3]=1[CH:4]=[N:37][C:15]([O:14][Si:21]([CH3:23])([CH3:22])[CH3:20])=[CH2:16].